From a dataset of Forward reaction prediction with 1.9M reactions from USPTO patents (1976-2016). Predict the product of the given reaction. (1) Given the reactants [NH:1]1[C:9]2[C:4](=[CH:5][CH:6]=[CH:7][CH:8]=2)[C:3](/[CH:10]=[CH:11]/[C:12]2[CH:20]=[CH:19][CH:18]=[CH:17][C:13]=2[C:14](O)=[O:15])=[N:2]1.CN1CCOCC1.[NH2:28][C:29]1[N:33]=[CH:32][NH:31][N:30]=1.C(Cl)CCl.O.ON1C2C=CC=CC=2N=N1, predict the reaction product. The product is: [NH:1]1[C:9]2[C:4](=[CH:5][CH:6]=[CH:7][CH:8]=2)[C:3](/[CH:10]=[CH:11]/[C:12]2[CH:20]=[CH:19][CH:18]=[CH:17][C:13]=2[C:14]([NH:28][C:29]2[N:33]=[CH:32][NH:31][N:30]=2)=[O:15])=[N:2]1. (2) Given the reactants Cl[C:2]1[CH:15]=[CH:14][C:5]([C:6](C2C=CC=CC=2)=O)=[CH:4][CH:3]=1.[N:16]([O-:18])=[O:17].[Na+].COCCOCC[N:27](CCOCCOC)CCOCCOC, predict the reaction product. The product is: [N+:16]([C:2]1[CH:15]=[CH:14][C:5]([C:6]#[N:27])=[CH:4][CH:3]=1)([O-:18])=[O:17].